Dataset: Full USPTO retrosynthesis dataset with 1.9M reactions from patents (1976-2016). Task: Predict the reactants needed to synthesize the given product. (1) Given the product [NH2:1][C:2]1[CH:3]=[C:4]2[C:8](=[CH:9][CH:10]=1)[NH:7][CH:6]=[C:5]2[CH:11]1[CH2:12][CH2:13][N:14]([C:17]([CH:33]2[CH2:45][CH2:40][CH2:39][CH2:34]2)=[O:19])[CH2:15][CH2:16]1, predict the reactants needed to synthesize it. The reactants are: [NH2:1][C:2]1[CH:3]=[C:4]2[C:8](=[CH:9][CH:10]=1)[NH:7][CH:6]=[C:5]2[CH:11]1[CH2:16][CH2:15][N:14]([C:17]([O:19]C(C)(C)C)=O)[CH2:13][CH2:12]1.C(=O)([O-])ON1C(=O)CC(C[CH:33]2[C:45]3C=CC=C[C:40]=3[C:39]3[C:34]2=CC=CC=3)C1=O.C(N(C(C)C)C(C)C)C.Cl.C1(C(O)=O)CCCC1.F[B-](F)(F)F.N1(OC(N(C)C)=[N+](C)C)C2C=CC=CC=2N=N1.N1CCCCC1. (2) The reactants are: [Br:1][C:2]1[CH:3]=[C:4]2[C:8](=[CH:9][CH:10]=1)[CH2:7][NH:6][CH2:5]2.C(N(CC)CC)C.[C:18](O[C:18]([O:20][C:21]([CH3:24])([CH3:23])[CH3:22])=[O:19])([O:20][C:21]([CH3:24])([CH3:23])[CH3:22])=[O:19].CN(CC)C.Cl. Given the product [Br:1][C:2]1[CH:3]=[C:4]2[C:8](=[CH:9][CH:10]=1)[CH2:7][N:6]([C:18]([O:20][C:21]([CH3:24])([CH3:23])[CH3:22])=[O:19])[CH2:5]2, predict the reactants needed to synthesize it. (3) The reactants are: [F:1][C:2]([F:21])([F:20])[C:3]1[CH:4]=[C:5](B2OC(C)(C)C(C)(C)O2)[CH:6]=[C:7]([CH:9]=[CH2:10])[CH:8]=1.[F:22][C:23]1[CH:24]=[C:25]([CH:35]([NH:37][C:38]([C:40]2[O:41][C:42](Br)=[CH:43][CH:44]=2)=[O:39])[CH3:36])[CH:26]=[C:27]([F:34])[C:28]=1[NH:29][S:30]([CH3:33])(=[O:32])=[O:31].C([O-])([O-])=O.[Cs+].[Cs+]. Given the product [F:22][C:23]1[CH:24]=[C:25]([CH:35]([NH:37][C:38]([C:40]2[O:41][C:42]([C:5]3[CH:6]=[C:7]([CH:9]=[CH2:10])[CH:8]=[C:3]([C:2]([F:1])([F:20])[F:21])[CH:4]=3)=[CH:43][CH:44]=2)=[O:39])[CH3:36])[CH:26]=[C:27]([F:34])[C:28]=1[NH:29][S:30]([CH3:33])(=[O:32])=[O:31], predict the reactants needed to synthesize it. (4) Given the product [F:19][C:15]1[CH:14]=[C:13]([C:12]2[N:3]=[N:2][N:1]3[C:11]=2[CH2:10][O:9][C@H:8]2[CH2:7][N:6]([C:20]([O:22][C:23]([CH3:26])([CH3:25])[CH3:24])=[O:21])[CH2:5][C@H:4]32)[CH:18]=[CH:17][CH:16]=1, predict the reactants needed to synthesize it. The reactants are: [N:1]([C@@H:4]1[C@@H:8]([O:9][CH2:10][C:11]#[C:12][C:13]2[CH:18]=[CH:17][CH:16]=[C:15]([F:19])[CH:14]=2)[CH2:7][N:6]([C:20]([O:22][C:23]([CH3:26])([CH3:25])[CH3:24])=[O:21])[CH2:5]1)=[N+:2]=[N-:3]. (5) Given the product [CH2:16]([N:15]1[C:14]2[CH:18]=[CH:19][CH:20]=[CH:21][C:13]=2[NH:12]/[C:11]/1=[C:8](\[C:6]1[C:5]([CH3:22])=[CH:4][N:3]=[C:2]([NH:23][CH:24]2[CH2:29][CH2:28][N:27]([CH3:30])[CH2:26][CH2:25]2)[N:7]=1)/[C:9]#[N:10])[CH3:17], predict the reactants needed to synthesize it. The reactants are: Cl[C:2]1[N:7]=[C:6]([CH:8]([CH:11]2[N:15]([CH2:16][CH3:17])[C:14]3[CH:18]=[CH:19][CH:20]=[CH:21][C:13]=3[NH:12]2)[C:9]#[N:10])[C:5]([CH3:22])=[CH:4][N:3]=1.[NH2:23][CH:24]1[CH2:29][CH2:28][N:27]([CH3:30])[CH2:26][CH2:25]1.